Predict the reactants needed to synthesize the given product. From a dataset of Full USPTO retrosynthesis dataset with 1.9M reactions from patents (1976-2016). Given the product [CH2:1]([N:8]1[CH:12]=[C:11]([OH:22])[CH:10]=[N:9]1)[C:2]1[CH:7]=[CH:6][CH:5]=[CH:4][CH:3]=1, predict the reactants needed to synthesize it. The reactants are: [CH2:1]([N:8]1[CH:12]=[C:11](B2OC(C)(C)C(C)(C)O2)[CH:10]=[N:9]1)[C:2]1[CH:7]=[CH:6][CH:5]=[CH:4][CH:3]=1.[OH-:22].[Na+].OO.O.Cl.